From a dataset of Peptide-MHC class I binding affinity with 185,985 pairs from IEDB/IMGT. Regression. Given a peptide amino acid sequence and an MHC pseudo amino acid sequence, predict their binding affinity value. This is MHC class I binding data. The peptide sequence is PEGPLGQLL. The MHC is HLA-B44:02 with pseudo-sequence HLA-B44:02. The binding affinity (normalized) is 0.213.